This data is from Reaction yield outcomes from USPTO patents with 853,638 reactions. The task is: Predict the reaction yield, written as a fraction of the theoretical maximum amount of product (1.0 means a 100% yield; for example, 0.34 means a 34% yield). The reactants are [CH3:1][O:2][C:3]1[CH:8]=[CH:7][C:6]([CH2:9][C:10]([OH:12])=[O:11])=[CH:5][CH:4]=1.[C:13](O)(=O)CC. No catalyst specified. The product is [CH3:1][O:2][C:3]1[CH:4]=[CH:5][C:6]([CH:9]([CH3:13])[C:10]([OH:12])=[O:11])=[CH:7][CH:8]=1. The yield is 0.730.